From a dataset of Full USPTO retrosynthesis dataset with 1.9M reactions from patents (1976-2016). Predict the reactants needed to synthesize the given product. Given the product [F:1][C:2]1[CH:3]=[C:4]([C@H:8]2[CH2:12][CH2:11][CH2:10][N:9]2[C:13]2[CH:18]=[CH:17][N:16]3[N:19]=[CH:20][C:21]([C:22]([NH:25][C@H:26]4[CH2:31][CH2:30][C@H:29]([OH:32])[CH2:28][CH2:27]4)=[O:24])=[C:15]3[N:14]=2)[CH:5]=[CH:6][CH:7]=1, predict the reactants needed to synthesize it. The reactants are: [F:1][C:2]1[CH:3]=[C:4]([C@H:8]2[CH2:12][CH2:11][CH2:10][N:9]2[C:13]2[CH:18]=[CH:17][N:16]3[N:19]=[CH:20][C:21]([C:22]([OH:24])=O)=[C:15]3[N:14]=2)[CH:5]=[CH:6][CH:7]=1.[NH2:25][C@H:26]1[CH2:31][CH2:30][C@H:29]([OH:32])[CH2:28][CH2:27]1.